From a dataset of Full USPTO retrosynthesis dataset with 1.9M reactions from patents (1976-2016). Predict the reactants needed to synthesize the given product. (1) Given the product [Br:25][C:26]1[CH:27]=[C:28]([CH2:32][N:1]2[CH2:6][CH2:5][O:4][CH2:3][CH2:2]2)[S:29][C:30]=1[Cl:31], predict the reactants needed to synthesize it. The reactants are: [NH:1]1[CH2:6][CH2:5][O:4][CH2:3][CH2:2]1.C(O)(=O)C.C(O[BH-](OC(=O)C)OC(=O)C)(=O)C.[Na+].[Br:25][C:26]1[CH:27]=[C:28]([CH:32]=O)[S:29][C:30]=1[Cl:31]. (2) Given the product [C:13]([N:17]1[C:6]2[N:7]=[C:2]([NH2:1])[N:3]=[C:4]([Cl:12])[C:5]=2[CH:9]=[CH:10]1)([CH3:16])([CH3:15])[CH3:14], predict the reactants needed to synthesize it. The reactants are: [NH2:1][C:2]1[N:7]=[C:6](Cl)[C:5]([CH2:9][CH:10]=O)=[C:4]([Cl:12])[N:3]=1.[C:13]([NH2:17])([CH3:16])([CH3:15])[CH3:14].C(N(CC)CC)C. (3) Given the product [Cl:14][C:13]1[C:6]2[C:5]([CH2:4][C:3]([OH:32])=[O:2])=[CH:9][S:8][C:7]=2[CH:10]=[C:11]([O:15][CH2:16][C:17]2[CH:21]=[C:20]([C:22]3[CH:27]=[CH:26][C:25]([C:28]([F:30])([F:29])[F:31])=[CH:24][CH:23]=3)[O:19][N:18]=2)[CH:12]=1, predict the reactants needed to synthesize it. The reactants are: C[O:2][C:3](=[O:32])[CH2:4][C:5]1[C:6]2[C:13]([Cl:14])=[CH:12][C:11]([O:15][CH2:16][C:17]3[CH:21]=[C:20]([C:22]4[CH:27]=[CH:26][C:25]([C:28]([F:31])([F:30])[F:29])=[CH:24][CH:23]=4)[O:19][N:18]=3)=[CH:10][C:7]=2[S:8][CH:9]=1.ClC1C=CC(C(=O)CCCSC2C=CC(OCC(O)=O)=C3C=2CCC3)=CC=1. (4) Given the product [N:35]1[CH:36]=[CH:37][C:32]([CH2:31][CH2:30][N:29]([CH3:28])[C:10](=[O:11])[NH:12][C:13]2[CH:25]=[CH:24][C:16]3[S:17][C:18]4[CH:23]=[CH:22][CH:21]=[CH:20][C:19]=4[C:15]=3[CH:14]=2)=[CH:33][CH:34]=1, predict the reactants needed to synthesize it. The reactants are: [N+](C1C=CC(CO[C:10]([NH:12][C:13]2[CH:25]=[CH:24][C:16]3[S:17][C:18]4[CH:23]=[CH:22][CH:21]=[CH:20][C:19]=4[C:15]=3[CH:14]=2)=[O:11])=CC=1)([O-])=O.[CH3:28][NH:29][CH2:30][CH2:31][C:32]1[CH:37]=[CH:36][N:35]=[CH:34][CH:33]=1.